Dataset: Catalyst prediction with 721,799 reactions and 888 catalyst types from USPTO. Task: Predict which catalyst facilitates the given reaction. The catalyst class is: 1. Product: [CH2:1]([O:8][C:9](=[O:19])[NH:10][C@@H:11]([CH3:12])[C:13]([C:24]1[CH:25]=[C:26]([C:28]([F:31])([F:29])[F:30])[CH:27]=[C:22]([C:21]([F:20])([F:34])[F:33])[CH:23]=1)=[O:18])[C:2]1[CH:3]=[CH:4][CH:5]=[CH:6][CH:7]=1. Reactant: [CH2:1]([O:8][C:9](=[O:19])[NH:10][C@H:11]([C:13](=[O:18])N(OC)C)[CH3:12])[C:2]1[CH:7]=[CH:6][CH:5]=[CH:4][CH:3]=1.[F:20][C:21]([F:34])([F:33])[C:22]1[CH:23]=[C:24](Br)[CH:25]=[C:26]([C:28]([F:31])([F:30])[F:29])[CH:27]=1.C([Mg]Cl)(C)C.Cl.